Dataset: Forward reaction prediction with 1.9M reactions from USPTO patents (1976-2016). Task: Predict the product of the given reaction. (1) Given the reactants [F:1][C:2]1[CH:7]=[CH:6][C:5]([C:8]2[C:13](=[O:14])[CH:12]=[CH:11][NH:10][C:9]=2[CH3:15])=[CH:4][CH:3]=1.[Br:16]Br.O, predict the reaction product. The product is: [Br:16][C:12]1[C:13](=[O:14])[C:8]([C:5]2[CH:6]=[CH:7][C:2]([F:1])=[CH:3][CH:4]=2)=[C:9]([CH3:15])[NH:10][CH:11]=1. (2) Given the reactants C([N:8](CC1C=CC=CC=1)[CH2:9][C:10]1([O:17][CH3:18])[CH2:16][O:15][CH2:14][CH2:13][O:12][CH2:11]1)C1C=CC=CC=1.[H][H], predict the reaction product. The product is: [CH3:18][O:17][C:10]1([CH2:9][NH2:8])[CH2:11][O:12][CH2:13][CH2:14][O:15][CH2:16]1. (3) Given the reactants [C:1]([C:3]1[S:7][C:6]([C:8]2[C:13]3[C:14](=[O:28])[N:15](CC4C=CC(OC)=CC=4OC)[CH2:16][C:12]=3[C:11]([F:29])=[C:10]([NH:30][C@H:31]([CH2:35][CH:36]([CH3:38])[CH3:37])[C:32]([NH2:34])=[O:33])[N:9]=2)=[CH:5][CH:4]=1)#[N:2], predict the reaction product. The product is: [C:1]([C:3]1[S:7][C:6]([C:8]2[C:13]3[C:14](=[O:28])[NH:15][CH2:16][C:12]=3[C:11]([F:29])=[C:10]([NH:30][C@H:31]([CH2:35][CH:36]([CH3:38])[CH3:37])[C:32]([NH2:34])=[O:33])[N:9]=2)=[CH:5][CH:4]=1)#[N:2]. (4) The product is: [N+:63]([C:66]1[CH:67]=[CH:68][C:69]([C:70]([OH:72])=[O:71])=[CH:73][CH:74]=1)([O-:64])=[O:17].[OH:33][CH2:32][C@@H:28]1[O:29][CH2:30][CH2:31][NH:26][CH2:27]1. Given the reactants C(NCCO)C1C=CC=CC=1.C([C@H]1OC1)Cl.[OH-:17].[Na+].C([N:26]1[CH2:31][CH2:30][O:29][CH:28]([CH2:32][OH:33])[CH2:27]1)C1C=CC=CC=1.C(N1CCCOCC1)C1C=CC=CC=1.OCC1OCCNC1.O1CCCNCC1.[N+:63]([C:66]1[CH:74]=[CH:73][C:69]([C:70]([OH:72])=[O:71])=[CH:68][CH:67]=1)([O-])=[O:64], predict the reaction product.